The task is: Regression/Classification. Given a drug SMILES string, predict its absorption, distribution, metabolism, or excretion properties. Task type varies by dataset: regression for continuous measurements (e.g., permeability, clearance, half-life) or binary classification for categorical outcomes (e.g., BBB penetration, CYP inhibition). Dataset: cyp1a2_veith.. This data is from CYP1A2 inhibition data for predicting drug metabolism from PubChem BioAssay. (1) The result is 0 (non-inhibitor). The compound is CC(C)(C)NC[C@H](O)c1cc(Cl)c(N)c(Cl)c1. (2) The drug is C/C=C1\C(=O)C[C@@H]2[C@@H]3CCC4=CC(=O)CC[C@@]4(C)[C@H]3CC[C@@]12C. The result is 0 (non-inhibitor). (3) The molecule is CN(C)/C=N/c1ncc(C(=O)c2ccc3ccccc3c2)s1. The result is 1 (inhibitor). (4) The molecule is CC(C)[C@H](Nc1ncnc2nc[nH]c12)C(=O)O. The result is 0 (non-inhibitor). (5) The drug is CC(=O)NC1(C(F)(F)F)NC(=O)N(C2CCCCC2)C1=O. The result is 0 (non-inhibitor).